Task: Predict the reactants needed to synthesize the given product.. Dataset: Full USPTO retrosynthesis dataset with 1.9M reactions from patents (1976-2016) (1) Given the product [OH:1][CH:2]([C:6]1[CH:11]=[CH:10][C:9]([C:12]2[N:16]=[C:15]([C:17]3[O:21][N:20]=[C:19]([C:22]4[CH:23]=[CH:24][CH:25]=[CH:26][CH:27]=4)[C:18]=3[C:28]([F:31])([F:30])[F:29])[O:14][N:13]=2)=[CH:8][CH:7]=1)[C:3]([NH:46][CH2:50][C:37]1[O:36][CH:35]=[N:33][CH:38]=1)=[O:4], predict the reactants needed to synthesize it. The reactants are: [OH:1][CH:2]([C:6]1[CH:11]=[CH:10][C:9]([C:12]2[N:16]=[C:15]([C:17]3[O:21][N:20]=[C:19]([C:22]4[CH:27]=[CH:26][CH:25]=[CH:24][CH:23]=4)[C:18]=3[C:28]([F:31])([F:30])[F:29])[O:14][N:13]=2)=[CH:8][CH:7]=1)[C:3](O)=[O:4].C[N:33]1[CH2:38][CH2:37][O:36][CH2:35]C1.F[P-](F)(F)(F)(F)F.[N:46]1(O[P+](N(C)C)(N(C)C)N(C)C)[C:50]2C=CC=CC=2N=N1. (2) Given the product [OH:26][C:24]1[CH:25]=[C:20]([NH:13][C:12]2[C:11]3[C:10](=[CH:9][CH:8]=[C:6]4[N:7]=[C:3]([C:1]#[N:2])[S:4][C:5]4=3)[N:14]=[CH:15][N:16]=2)[CH:21]=[CH:22][C:23]=1[O:27][CH3:28], predict the reactants needed to synthesize it. The reactants are: [C:1]([C:3]1[S:4][C:5]2[C:11]([C:12]#[N:13])=[C:10](/[N:14]=[CH:15]/[N:16](C)C)[CH:9]=[CH:8][C:6]=2[N:7]=1)#[N:2].N[C:20]1[CH:21]=[CH:22][C:23]([O:27][CH3:28])=[C:24]([OH:26])[CH:25]=1.[K+].[Br-]. (3) The reactants are: [CH3:1][O:2][C:3](=[O:12])[C:4]1[CH:9]=[CH:8][N:7]=[C:6](Cl)[C:5]=1[Cl:11].[CH3:13][N:14](C=O)C. Given the product [CH3:1][O:2][C:3](=[O:12])[C:4]1[CH:9]=[CH:8][N:7]=[C:6]([C:13]#[N:14])[C:5]=1[Cl:11], predict the reactants needed to synthesize it. (4) Given the product [NH2:24][C:21]1[CH:22]=[CH:23][C:18]([O:17][C:16]2[CH:15]=[CH:14][N:13]=[C:12]3[N:8]([CH2:7][C:6]4[CH:27]=[CH:28][C:3]([O:2][CH3:1])=[CH:4][CH:5]=4)[N:9]=[C:10]([C:37]4[CH2:42][CH2:41][N:40]([C:43]([O:45][C:46]([CH3:49])([CH3:48])[CH3:47])=[O:44])[CH2:39][CH:38]=4)[C:11]=23)=[C:19]([F:25])[CH:20]=1, predict the reactants needed to synthesize it. The reactants are: [CH3:1][O:2][C:3]1[CH:28]=[CH:27][C:6]([CH2:7][N:8]2[C:12]3=[N:13][CH:14]=[CH:15][C:16]([O:17][C:18]4[CH:23]=[CH:22][C:21]([NH2:24])=[CH:20][C:19]=4[F:25])=[C:11]3[C:10](I)=[N:9]2)=[CH:5][CH:4]=1.CC1(C)C(C)(C)OB([C:37]2[CH2:42][CH2:41][N:40]([C:43]([O:45][C:46]([CH3:49])([CH3:48])[CH3:47])=[O:44])[CH2:39][CH:38]=2)O1.C([O-])([O-])=O.[Na+].[Na+]. (5) Given the product [Br:39][C:27]1[C:28]([NH:30][CH2:31][CH2:32][C:33]2[CH:38]=[CH:37][CH:36]=[CH:35][CH:34]=2)=[N:29][C:24]([NH:23][C:20]2[CH:21]=[C:22]3[C:17](=[CH:18][CH:19]=2)[NH:16][CH:15]=[C:14]3[C:11]2[CH2:12][CH2:13][NH:8][CH2:9][CH:10]=2)=[N:25][CH:26]=1, predict the reactants needed to synthesize it. The reactants are: C(OC([N:8]1[CH2:13][CH:12]=[C:11]([C:14]2[C:22]3[C:17](=[CH:18][CH:19]=[C:20]([NH:23][C:24]4[N:29]=[C:28]([NH:30][CH2:31][CH2:32][C:33]5[CH:38]=[CH:37][CH:36]=[CH:35][CH:34]=5)[C:27]([Br:39])=[CH:26][N:25]=4)[CH:21]=3)[NH:16][CH:15]=2)[CH2:10][CH2:9]1)=O)(C)(C)C.FC(F)(F)C(O)=O. (6) Given the product [F:1][C:2]1[C:3]([N:14]([C:21]2[CH:22]=[CH:23][N:24]=[C:19]([F:18])[N:20]=2)[CH3:15])=[N:4][C:5]([C:8]2[CH:13]=[CH:12][CH:11]=[CH:10][CH:9]=2)=[N:6][CH:7]=1, predict the reactants needed to synthesize it. The reactants are: [F:1][C:2]1[C:3]([NH:14][CH3:15])=[N:4][C:5]([C:8]2[CH:13]=[CH:12][CH:11]=[CH:10][CH:9]=2)=[N:6][CH:7]=1.[H-].[Na+].[F:18][C:19]1[N:24]=[C:23](F)[CH:22]=[CH:21][N:20]=1.